This data is from Forward reaction prediction with 1.9M reactions from USPTO patents (1976-2016). The task is: Predict the product of the given reaction. Given the reactants [C:1]1([C:32]2[CH:37]=[CH:36][CH:35]=[CH:34][CH:33]=2)[CH:6]=[CH:5][C:4]([C:7]2[N:11]([CH2:12][CH:13]3[CH2:17][CH2:16][N:15]([C:18]([O:20][C:21]([CH3:24])([CH3:23])[CH3:22])=[O:19])[CH2:14]3)[C:10]3[CH:25]=[C:26]([C:29]([OH:31])=O)[CH:27]=[CH:28][C:9]=3[N:8]=2)=[CH:3][CH:2]=1.[CH:38]([N:41]=C=NC(C)C)(C)C.CN.O, predict the reaction product. The product is: [C:1]1([C:32]2[CH:37]=[CH:36][CH:35]=[CH:34][CH:33]=2)[CH:6]=[CH:5][C:4]([C:7]2[N:11]([CH2:12][CH:13]3[CH2:17][CH2:16][N:15]([C:18]([O:20][C:21]([CH3:22])([CH3:23])[CH3:24])=[O:19])[CH2:14]3)[C:10]3[CH:25]=[C:26]([C:29]([NH:41][CH3:38])=[O:31])[CH:27]=[CH:28][C:9]=3[N:8]=2)=[CH:3][CH:2]=1.